From a dataset of Full USPTO retrosynthesis dataset with 1.9M reactions from patents (1976-2016). Predict the reactants needed to synthesize the given product. The reactants are: [Cl:1][C:2]1[CH:3]=[C:4]([C:12]2[N:16]=[C:15]([C:17]3[CH:22]=[CH:21][C:20]([C@H:23]4[CH2:25][C@@H:24]4[C:26]([O:28]C)=[O:27])=[CH:19][CH:18]=3)[O:14][N:13]=2)[CH:5]=[CH:6][C:7]=1[O:8][CH:9]([CH3:11])[CH3:10].[OH-].[Na+].C(O)(=O)C. Given the product [Cl:1][C:2]1[CH:3]=[C:4]([C:12]2[N:16]=[C:15]([C:17]3[CH:22]=[CH:21][C:20]([C@@H:23]4[CH2:25][C@H:24]4[C:26]([OH:28])=[O:27])=[CH:19][CH:18]=3)[O:14][N:13]=2)[CH:5]=[CH:6][C:7]=1[O:8][CH:9]([CH3:11])[CH3:10], predict the reactants needed to synthesize it.